Dataset: Full USPTO retrosynthesis dataset with 1.9M reactions from patents (1976-2016). Task: Predict the reactants needed to synthesize the given product. (1) Given the product [F:1][C:2]1[CH:17]=[CH:16][C:5]([CH2:6][O:7][C:8]2[S:12][C:11]([C:13](=[O:15])[CH2:14][C:29]([C:31]3[CH:36]=[C:35]([CH3:37])[CH:34]=[CH:33][N:32]=3)=[O:30])=[CH:10][CH:9]=2)=[CH:4][CH:3]=1, predict the reactants needed to synthesize it. The reactants are: [F:1][C:2]1[CH:17]=[CH:16][C:5]([CH2:6][O:7][C:8]2[S:12][C:11]([C:13](=[O:15])[CH3:14])=[CH:10][CH:9]=2)=[CH:4][CH:3]=1.[Li+].CC([N-]C(C)C)C.CON(C)[C:29]([C:31]1[CH:36]=[C:35]([CH3:37])[CH:34]=[CH:33][N:32]=1)=[O:30].Cl. (2) Given the product [Br:1][C:2]1[C:3]([CH3:12])=[CH:4][C:5]([N+:9]([O-:11])=[O:10])=[CH:6][C:7]=1[CH2:8][Br:20], predict the reactants needed to synthesize it. The reactants are: [Br:1][C:2]1[C:7]([CH3:8])=[CH:6][C:5]([N+:9]([O-:11])=[O:10])=[CH:4][C:3]=1[CH3:12].C1C(=O)N([Br:20])C(=O)C1.